From a dataset of TCR-epitope binding with 47,182 pairs between 192 epitopes and 23,139 TCRs. Binary Classification. Given a T-cell receptor sequence (or CDR3 region) and an epitope sequence, predict whether binding occurs between them. (1) The epitope is SLYNTVATL. The TCR CDR3 sequence is CSAVRGLANTEAFF. Result: 0 (the TCR does not bind to the epitope). (2) The epitope is KPLEFGATSAAL. The TCR CDR3 sequence is CASSPPSGRVYEQYF. Result: 1 (the TCR binds to the epitope). (3) The epitope is ITEEVGHTDLMAAY. The TCR CDR3 sequence is CASSLVEGRLGGSYEQYF. Result: 1 (the TCR binds to the epitope). (4) The epitope is FLPRVFSAV. The TCR CDR3 sequence is CASSHYGSNEQFF. Result: 0 (the TCR does not bind to the epitope). (5) The epitope is CINGVCWTV. The TCR CDR3 sequence is CATLRTGGSYEQYF. Result: 0 (the TCR does not bind to the epitope). (6) The epitope is GPGHKARVL. The TCR CDR3 sequence is CASSLEGQGMNTEAFF. Result: 0 (the TCR does not bind to the epitope). (7) The epitope is LLFNKVTLA. The TCR CDR3 sequence is CASSRLASGTDTQYF. Result: 0 (the TCR does not bind to the epitope).